Dataset: Catalyst prediction with 721,799 reactions and 888 catalyst types from USPTO. Task: Predict which catalyst facilitates the given reaction. Reactant: [N:1]1([CH2:11][CH2:12][C:13]([OH:15])=O)[C:10]2[C:5](=[CH:6][CH:7]=[CH:8][CH:9]=2)[CH2:4][CH2:3][CH2:2]1.F[B-](F)(F)F.C1(=O)N(OC(N(C)C)=[N+](C)C)C(=O)CC1.C(N(CC)C(C)C)(C)C.[CH3:45][N:46]([CH3:50])[CH2:47][CH2:48][NH2:49]. Product: [N:1]1([CH2:11][CH2:12][C:13]([NH:49][CH2:48][CH2:47][N:46]([CH3:50])[CH3:45])=[O:15])[C:10]2[C:5](=[CH:6][CH:7]=[CH:8][CH:9]=2)[CH2:4][CH2:3][CH2:2]1. The catalyst class is: 163.